From a dataset of NCI-60 drug combinations with 297,098 pairs across 59 cell lines. Regression. Given two drug SMILES strings and cell line genomic features, predict the synergy score measuring deviation from expected non-interaction effect. Drug 1: C1=NC2=C(N1)C(=S)N=C(N2)N. Drug 2: C1CNP(=O)(OC1)N(CCCl)CCCl. Cell line: MDA-MB-435. Synergy scores: CSS=11.8, Synergy_ZIP=-7.82, Synergy_Bliss=-5.01, Synergy_Loewe=-19.3, Synergy_HSA=-4.45.